From a dataset of Peptide-MHC class II binding affinity with 134,281 pairs from IEDB. Regression. Given a peptide amino acid sequence and an MHC pseudo amino acid sequence, predict their binding affinity value. This is MHC class II binding data. The peptide sequence is VDFGNSYIAEMETES. The MHC is DRB1_1301 with pseudo-sequence QEFFIASGAAVDAIMESSFDYFDIDEATYHVVFT. The binding affinity (normalized) is 0.